From a dataset of Forward reaction prediction with 1.9M reactions from USPTO patents (1976-2016). Predict the product of the given reaction. (1) Given the reactants [C:1]([C:3]1[CH:8]=[CH:7][C:6]([C:9]2[CH:10]=[C:11]([NH:15][CH2:16][C:17]3[CH:18]=[N:19][CH:20]=[CH:21][CH:22]=3)[CH:12]=[CH:13][CH:14]=2)=[CH:5][CH:4]=1)#[N:2].[F:23][C:24]([F:31])([F:30])[CH2:25][S:26](Cl)(=[O:28])=[O:27], predict the reaction product. The product is: [C:1]([C:3]1[CH:4]=[CH:5][C:6]([C:9]2[CH:10]=[C:11]([N:15]([CH2:16][C:17]3[CH:18]=[N:19][CH:20]=[CH:21][CH:22]=3)[S:26]([CH2:25][C:24]([F:31])([F:30])[F:23])(=[O:28])=[O:27])[CH:12]=[CH:13][CH:14]=2)=[CH:7][CH:8]=1)#[N:2]. (2) Given the reactants [C:1]([O:4][CH2:5][C:6]([CH3:36])([CH3:35])[CH2:7][N:8]1[C:14]2[CH:15]=[CH:16][C:17]([Cl:19])=[CH:18][C:13]=2[C@@H:12]([C:20]2[CH:25]=[CH:24][CH:23]=[C:22]([O:26][CH3:27])[C:21]=2[O:28][CH3:29])[O:11][C@H:10]([CH2:30][C:31](O)=[O:32])[C:9]1=[O:34])(=[O:3])[CH3:2].C(N(CC)CC)C.ClC(OCC(C)C)=O.Cl.[NH2:53][C:54]1[CH:55]=[CH:56][C:57]2[O:61][C:60]([CH2:62][CH2:63][C:64]([O:66][CH2:67][CH3:68])=[O:65])=[CH:59][C:58]=2[CH:69]=1.N1C=CC=CC=1, predict the reaction product. The product is: [C:1]([O:4][CH2:5][C:6]([CH3:36])([CH3:35])[CH2:7][N:8]1[C:14]2[CH:13]=[CH:18][C:17]([Cl:19])=[CH:16][C:15]=2[C@@H:12]([C:20]2[CH:25]=[CH:24][CH:23]=[C:22]([O:26][CH3:27])[C:21]=2[O:28][CH3:29])[O:11][C@H:10]([CH2:30][C:31]([NH:53][C:54]2[CH:55]=[CH:56][C:57]3[O:61][C:60]([CH2:62][CH2:63][C:64]([O:66][CH2:67][CH3:68])=[O:65])=[CH:59][C:58]=3[CH:69]=2)=[O:32])[C:9]1=[O:34])(=[O:3])[CH3:2]. (3) Given the reactants CC1C=CC(S(O[CH2:12][C:13]2([OH:28])[C:17]3=[C:18]([F:27])[CH:19]=[N:20][C:21]4[CH:22]=[C:23]([Cl:26])[C:24](=[O:25])[N:15]([C:16]=43)[CH2:14]2)(=O)=O)=CC=1.[NH:29]1[CH2:34][CH2:33][CH:32]([NH:35][C:36](=[O:42])[O:37][C:38]([CH3:41])([CH3:40])[CH3:39])[CH2:31][CH2:30]1.[Na].O, predict the reaction product. The product is: [Cl:26][C:23]1[C:24](=[O:25])[N:15]2[CH2:14][C:13]([CH2:12][N:29]3[CH2:30][CH2:31][CH:32]([NH:35][C:36](=[O:42])[O:37][C:38]([CH3:40])([CH3:39])[CH3:41])[CH2:33][CH2:34]3)([OH:28])[C:17]3=[C:18]([F:27])[CH:19]=[N:20][C:21]([CH:22]=1)=[C:16]23. (4) Given the reactants [CH3:1][C@H:2]([N:9]1[CH2:13][CH2:12][C:11]([CH2:21][C:22]2[CH:27]=[CH:26][C:25]([F:28])=[CH:24][CH:23]=2)([CH2:14][CH2:15]OS(C)(=O)=O)[C:10]1=[O:29])[C:3]1[CH:8]=[CH:7][CH:6]=[CH:5][CH:4]=1.I.[CH2:31]([O:33][CH2:34][CH2:35][N:36]1[C:40]2[CH:41]=[CH:42][CH:43]=[CH:44][C:39]=2[N:38]=[C:37]1[N:45]1[CH2:51][CH2:50][CH2:49][NH:48][CH2:47][CH2:46]1)[CH3:32].C(N(CC)C(C)C)(C)C.C(OCC)(=O)C, predict the reaction product. The product is: [CH3:1][C@H:2]([N:9]1[CH2:13][CH2:12][C:11]([CH2:14][CH2:15][N:48]2[CH2:49][CH2:50][CH2:51][N:45]([C:37]3[N:36]([CH2:35][CH2:34][O:33][CH2:31][CH3:32])[C:40]4[CH:41]=[CH:42][CH:43]=[CH:44][C:39]=4[N:38]=3)[CH2:46][CH2:47]2)([CH2:21][C:22]2[CH:23]=[CH:24][C:25]([F:28])=[CH:26][CH:27]=2)[C:10]1=[O:29])[C:3]1[CH:8]=[CH:7][CH:6]=[CH:5][CH:4]=1. (5) Given the reactants CC(C)(OC([N:7]1[CH:12]([CH3:13])[CH2:11][N:10]2[C:14]([C:17]([F:20])([F:19])[F:18])=[N:15][N:16]=[C:9]2[CH:8]1[CH3:21])=O)C.[ClH:23], predict the reaction product. The product is: [ClH:23].[CH3:13][CH:12]1[CH2:11][N:10]2[C:14]([C:17]([F:20])([F:18])[F:19])=[N:15][N:16]=[C:9]2[CH:8]([CH3:21])[NH:7]1. (6) Given the reactants [CH2:1]([O:8][C:9]1[CH:14]=[CH:13][C:12]([CH:15]([NH:49][C:50]2[CH:55]=[CH:54][C:53]([F:56])=[CH:52][CH:51]=2)[C@H:16]([CH2:31][CH2:32][CH:33]([O:41][Si:42]([C:45]([CH3:48])([CH3:47])[CH3:46])([CH3:44])[CH3:43])[C:34]2[CH:39]=[CH:38][C:37]([F:40])=[CH:36][CH:35]=2)[C:17](N2[C@@H](C3C=CC=CC=3)COC2=O)=[O:18])=[C:11]([F:57])[CH:10]=1)[C:2]1[CH:7]=[CH:6][CH:5]=[CH:4][CH:3]=1.C[Si](C([Si](C)(C)C)C(N)=O)(C)C.[F-].C([N+](CCCC)(CCCC)CCCC)CCC.S([O-])([O-])(=O)=O, predict the reaction product. The product is: [CH2:1]([O:8][C:9]1[CH:14]=[CH:13][C:12]([CH:15]2[N:49]([C:50]3[CH:51]=[CH:52][C:53]([F:56])=[CH:54][CH:55]=3)[C:17](=[O:18])[CH:16]2[CH2:31][CH2:32][C@H:33]([O:41][Si:42]([C:45]([CH3:47])([CH3:46])[CH3:48])([CH3:44])[CH3:43])[C:34]2[CH:35]=[CH:36][C:37]([F:40])=[CH:38][CH:39]=2)=[C:11]([F:57])[CH:10]=1)[C:2]1[CH:3]=[CH:4][CH:5]=[CH:6][CH:7]=1. (7) Given the reactants [OH:1][C:2]1[C:10]([OH:11])=[C:9]([O:12][CH3:13])[CH:8]=[CH:7][C:3]=1[C:4]([OH:6])=[O:5].[C:14]([N:17]1[CH2:22][CH2:21][C:20](OC)(OC)[CH2:19][CH2:18]1)(=[O:16])[CH3:15].C(N1CC=C(OC)CC1)(=O)C, predict the reaction product. The product is: [CH3:13][O:12][C:9]1[C:10]2[O:11][C:20]3([O:1][C:2]=2[C:3]([C:4]([OH:6])=[O:5])=[CH:7][CH:8]=1)[CH2:21][CH2:22][N:17]([C:14](=[O:16])[CH3:15])[CH2:18][CH2:19]3. (8) Given the reactants Br[C:2]1[CH:3]=[N:4][C:5]([N:8]2[CH2:13][CH2:12][O:11][CH2:10][CH2:9]2)=[N:6][CH:7]=1.[C:14]([O:18][C:19]([N:21]1[CH2:26][CH2:25][CH:24]([NH2:27])[CH2:23][CH2:22]1)=[O:20])([CH3:17])([CH3:16])[CH3:15].O(C(C)(C)C)[K].C1(P(C2CCCCC2)C2C=CC=CC=2C2C(C(C)C)=CC(C(C)C)=CC=2C(C)C)CCCCC1, predict the reaction product. The product is: [C:14]([O:18][C:19]([N:21]1[CH2:26][CH2:25][CH:24]([NH:27][C:2]2[CH:3]=[N:4][C:5]([N:8]3[CH2:13][CH2:12][O:11][CH2:10][CH2:9]3)=[N:6][CH:7]=2)[CH2:23][CH2:22]1)=[O:20])([CH3:17])([CH3:15])[CH3:16].